From a dataset of Peptide-MHC class I binding affinity with 185,985 pairs from IEDB/IMGT. Regression. Given a peptide amino acid sequence and an MHC pseudo amino acid sequence, predict their binding affinity value. This is MHC class I binding data. The peptide sequence is YAIYTLGEM. The MHC is HLA-C04:01 with pseudo-sequence HLA-C04:01. The binding affinity (normalized) is 0.0847.